This data is from Full USPTO retrosynthesis dataset with 1.9M reactions from patents (1976-2016). The task is: Predict the reactants needed to synthesize the given product. The reactants are: [CH:1]1([C:4]2[CH:9]=[CH:8][C:7](/[C:10](/[C:26]3[CH:31]=[CH:30][C:29]([C:32]#[C:33][CH2:34][N:35]4[CH2:40]COC[CH2:36]4)=[CH:28][CH:27]=3)=[CH:11]/[CH2:12][O:13][C:14]3[CH:24]=[CH:23][C:17]([O:18][CH2:19][C:20]([OH:22])=[O:21])=[C:16]([CH3:25])[CH:15]=3)=[CH:6][CH:5]=2)[CH2:3][CH2:2]1.[CH3:41]N(CC#C)C.C(NC(C)C)(C)C. Given the product [CH:1]1([C:4]2[CH:9]=[CH:8][C:7](/[C:10](/[C:26]3[CH:31]=[CH:30][C:29]([C:32]#[C:33][CH2:34][N:35]([CH3:36])[CH3:40])=[CH:28][CH:27]=3)=[CH:11]/[CH2:12][O:13][C:14]3[CH:24]=[CH:23][C:17]([O:18][CH2:19][C:20]([O:22][CH3:41])=[O:21])=[C:16]([CH3:25])[CH:15]=3)=[CH:6][CH:5]=2)[CH2:2][CH2:3]1, predict the reactants needed to synthesize it.